Predict the reaction yield, written as a fraction of the theoretical maximum amount of product (1.0 means a 100% yield; for example, 0.34 means a 34% yield). From a dataset of Reaction yield outcomes from USPTO patents with 853,638 reactions. (1) The reactants are [Cl:1][C:2]1[CH:3]=[C:4]2[C:8](=[CH:9][CH:10]=1)[NH:7][CH:6]=[C:5]2[CH2:11][CH2:12][NH:13][C:14](=[O:23])[C:15]1[CH:20]=[CH:19][C:18]([CH2:21]Cl)=[CH:17][CH:16]=1.[Cl:24][C:25]1[CH:30]=[CH:29][CH:28]=[CH:27][C:26]=1B(O)O.C(=O)([O-])[O-].[Na+].[Na+].[I-].[Na+]. The catalyst is C(COC)OC.O.C1C=CC([P]([Pd]([P](C2C=CC=CC=2)(C2C=CC=CC=2)C2C=CC=CC=2)([P](C2C=CC=CC=2)(C2C=CC=CC=2)C2C=CC=CC=2)[P](C2C=CC=CC=2)(C2C=CC=CC=2)C2C=CC=CC=2)(C2C=CC=CC=2)C2C=CC=CC=2)=CC=1. The product is [Cl:1][C:2]1[CH:3]=[C:4]2[C:8](=[CH:9][CH:10]=1)[NH:7][CH:6]=[C:5]2[CH2:11][CH2:12][NH:13][C:14](=[O:23])[C:15]1[CH:20]=[CH:19][C:18]([CH2:21][C:26]2[CH:27]=[CH:28][CH:29]=[CH:30][C:25]=2[Cl:24])=[CH:17][CH:16]=1. The yield is 0.450. (2) The reactants are [CH2:1]([C:8](O)=O)[C:2]([CH2:4][C:5](O)=O)=[O:3].C([O-])(=O)C.[Na+].[C:16]([O:20][C:21](=[O:29])[N:22]([CH2:26]C=O)[CH2:23]C=O)([CH3:19])([CH3:18])[CH3:17].[CH2:30]([NH2:37])[C:31]1[CH:36]=[CH:35][CH:34]=[CH:33][CH:32]=1.C(=O)([O-])[O-].[K+].[K+]. The catalyst is O.Cl. The product is [C:16]([O:20][C:21]([N:22]1[CH2:26][CH:8]2[N:37]([CH2:30][C:31]3[CH:36]=[CH:35][CH:34]=[CH:33][CH:32]=3)[CH:5]([CH2:4][C:2](=[O:3])[CH2:1]2)[CH2:23]1)=[O:29])([CH3:19])([CH3:18])[CH3:17]. The yield is 0.480. (3) The reactants are [F:1][C:2]1[CH:3]=[CH:4][C:5]([O:31]C)=[C:6]([C:8]([CH3:30])([CH3:29])[CH2:9][C:10]([OH:28])([C:24]([F:27])([F:26])[F:25])[CH:11]=[N:12][C:13]2[CH:21]=[C:20]([F:22])[CH:19]=[C:18]3[C:14]=2[CH2:15][NH:16][C:17]3=[O:23])[CH:7]=1.B(Br)(Br)Br.CO.ClCCl. The catalyst is ClCCl. The product is [F:1][C:2]1[CH:3]=[CH:4][C:5]([OH:31])=[C:6]2[C:7]=1[CH:11]([NH:12][C:13]1[CH:21]=[C:20]([F:22])[CH:19]=[C:18]3[C:14]=1[CH2:15][NH:16][C:17]3=[O:23])[C:10]([OH:28])([C:24]([F:27])([F:26])[F:25])[CH2:9][C:8]2([CH3:30])[CH3:29]. The yield is 0.0270. (4) The reactants are [CH:1]1([C:4]([NH:6][C:7]2[N:8]=[CH:9][C:10]3[C:15]([CH:16]=2)=[CH:14][CH:13]=[C:12]([C:17]2[CH:18]=[C:19]([CH:23]=[CH:24][C:25]=2[CH3:26])[C:20]([OH:22])=O)[CH:11]=3)=[O:5])[CH2:3][CH2:2]1.[CH3:27][C:28]1([NH2:32])[CH2:31][CH2:30][CH2:29]1.F[P-](F)(F)(F)(F)F.N1(O[P+](N2CCCC2)(N2CCCC2)N2CCCC2)C2N=CC=CC=2N=N1.C(N(CC)C(C)C)(C)C.CN(C)C=O. The catalyst is CN(C)C1C=CN=CC=1.C(OCC)(=O)C. The product is [CH:1]1([C:4]([NH:6][C:7]2[N:8]=[CH:9][C:10]3[C:15]([CH:16]=2)=[CH:14][CH:13]=[C:12]([C:17]2[CH:18]=[C:19]([CH:23]=[CH:24][C:25]=2[CH3:26])[C:20]([NH:32][C:28]2([CH3:27])[CH2:31][CH2:30][CH2:29]2)=[O:22])[CH:11]=3)=[O:5])[CH2:2][CH2:3]1. The yield is 0.780. (5) The reactants are [CH3:1][O:2][C:3]1[CH:11]=[CH:10][C:6]([C:7]([OH:9])=O)=[CH:5][CH:4]=1.C(N(CC)CC)C.F[P-](F)(F)(F)(F)F.CN(C)C(F)=[N+](C)C.[N:34]1[N:38]2[CH2:39][CH2:40][NH:41][CH2:42][C:37]2=[CH:36][C:35]=1[C:43]([O:45][CH2:46][CH3:47])=[O:44]. The catalyst is CN(C)C=O.O. The product is [CH3:1][O:2][C:3]1[CH:4]=[CH:5][C:6]([C:7]([N:41]2[CH2:40][CH2:39][N:38]3[N:34]=[C:35]([C:43]([O:45][CH2:46][CH3:47])=[O:44])[CH:36]=[C:37]3[CH2:42]2)=[O:9])=[CH:10][CH:11]=1. The yield is 1.00. (6) The reactants are [C:1]([O:5][C:6](=[O:25])[N:7]([CH:18]([CH3:24])[CH2:19][C:20]([F:23])([F:22])[F:21])[CH2:8][C:9]1[CH:14]=[CH:13][CH:12]=[C:11]([N+:15]([O-])=O)[CH:10]=1)([CH3:4])([CH3:3])[CH3:2].[In].[Cl-].[NH4+]. The catalyst is C(O)C.C(OCC)C. The product is [C:1]([O:5][C:6](=[O:25])[N:7]([CH:18]([CH3:24])[CH2:19][C:20]([F:22])([F:23])[F:21])[CH2:8][C:9]1[CH:14]=[CH:13][CH:12]=[C:11]([NH2:15])[CH:10]=1)([CH3:4])([CH3:2])[CH3:3]. The yield is 0.420.